From a dataset of NCI-60 drug combinations with 297,098 pairs across 59 cell lines. Regression. Given two drug SMILES strings and cell line genomic features, predict the synergy score measuring deviation from expected non-interaction effect. Drug 2: C1C(C(OC1N2C=C(C(=O)NC2=O)F)CO)O. Drug 1: COC1=CC(=CC(=C1O)OC)C2C3C(COC3=O)C(C4=CC5=C(C=C24)OCO5)OC6C(C(C7C(O6)COC(O7)C8=CC=CS8)O)O. Cell line: NCI-H322M. Synergy scores: CSS=11.2, Synergy_ZIP=0.590, Synergy_Bliss=-0.199, Synergy_Loewe=-7.32, Synergy_HSA=-1.75.